From a dataset of Drug-target binding data from BindingDB using Ki measurements. Regression. Given a target protein amino acid sequence and a drug SMILES string, predict the binding affinity score between them. We predict pKi (pKi = -log10(Ki in M); higher means stronger inhibition). Dataset: bindingdb_ki. (1) The drug is O=C(CCP(=O)(O)O)NO. The target protein sequence is APSRKFFVGGNWKMNGRKKNLGELITTLNAAKVPADTEVVCAPPTAYIDFARQKLDPKIAVAAQNCYKVTNGAFTGEISPGMIKDCGATWVVLGHSERRHVFGESDELIGQKVAHALSEGLGVIACIGEKLDEREAGITEKVVFEQTKVIADNVKDWSKVVLAYEPVWAIGTGKTATPQQAQEVHEKLRGWLKSNVSDAVAQSTRIIYGGSVTGATCKELASQPDVDGFLVGGASLKPEFVDIINAKQ. The pKi is 3.8. (2) The compound is Cc1cc(C)c2[nH]c(=O)c(CN(CCO)C(=S)Nc3ccc(O)cc3)cc2c1. The target protein (P05804) has sequence MLRPVETPTREIKKLDGLWAFSLDRENCGIDQRWWESALQESRAIAVPGSFNDQFADADIRNYAGNVWYQREVFIPKGWAGQRIVLRFDAVTHYGKVWVNNQEVMEHQGGYTPFEADVTPYVIAGKSVRITVCVNNELNWQTIPPGMVITDENGKKKQSYFHDFFNYAGIHRSVMLYTTPNTWVDDITVVTHVAQDCNHASVDWQVVANGDVSVELRDADQQVVATGQGTSGTLQVVNPHLWQPGEGYLYELCVTAKSQTECDIYPLRVGIRSVAVKGEQFLINHKPFYFTGFGRHEDADLRGKGFDNVLMVHDHALMDWIGANSYRTSHYPYAEEMLDWADEHGIVVIDETAAVGFNLSLGIGFEAGNKPKELYSEEAVNGETQQAHLQAIKELIARDKNHPSVVMWSIANEPDTRPQGAREYFAPLAEATRKLDPTRPITCVNVMFCDAHTDTISDLFDVLCLNRYYGWYVQSGDLETAEKVLEKELLAWQEKLHQPI.... The pKi is 5.7. (3) The target protein sequence is MCGNTMSVPLLTDAATVSGAERETAAVIFLHGLGDTGHSWADALSTIRLPHVKYICPHAPRIPVTLNMKMVMPSWFDIMGLSPDSQEDEAGIKKAAENIKALIEHEMKNGIPANRIVLGGFSQGGALSLYTALTCPHPLAGIVALSCWLPLRASFPQAANGSAKDLAILQCHGELDPMVPVRFGALTAEKLRSVVTPARVQFKTYPGVMHSSCPQEMAAVKEFLEKLLPPV. The small molecule is O=C(CN1CCN(C(=O)c2ccco2)CC1)Nc1cc(C(F)(F)F)ccc1Cl. The pKi is 6.4. (4) The drug is O[PH](O)(O)C(=S)c1ccc(Br)cc1. The target protein (P26918) has sequence MMKGWMKCGLAGAVVLMASFWGGSVRAAGMSLTQVSGPVYVVEDNYYVQENSMVYFGAKGVTVVGATWTPDTARELHKLIKRVSRKPVLEVINTNYHTDRAGGNAYWKSIGAKVVSTRQTRDLMKSDWAEIVAFTRKGLPEYPDLPLVLPNVVHDGDFTLQEGKVRAFYAGPAHTPDGIFVYFPDEQVLYGNCILKEKLGNLSFADVKAYPQTLERLKAMKLPIKTVIGGHDSPLHGPELIDHYEALIKAAPQS. The pKi is 4.9. (5) The compound is NS(=O)(=O)c1cccc([C@H]([NH3+])[C@H](S)C(=O)NC(Cc2ccc(O)cc2)C(=O)NC(Cc2cnc[nH]2)C(=O)NCc2ccccc2)c1. The target protein (P04958) has sequence MPITINNFRYSDPVNNDTIIMMEPPYCKGLDIYYKAFKITDRIWIVPERYEFGTKPEDFNPPSSLIEGASEYYDPNYLRTDSDKDRFLQTMVKLFNRIKNNVAGEALLDKIINAIPYLGNSYSLLDKFDTNSNSVSFNLLEQDPSGATTKSAMLTNLIIFGPGPVLNKNEVRGIVLRVDNKNYFPCRDGFGSIMQMAFCPEYVPTFDNVIENITSLTIGKSKYFQDPALLLMHELIHVLHGLYGMQVSSHEIIPSKQEIYMQHTYPISAEELFTFGGQDANLISIDIKNDLYEKTLNDYKAIANKLSQVTSCNDPNIDIDSYKQIYQQKYQFDKDSNGQYIVNEDKFQILYNSIMYGFTEIELGKKFNIKTRLSYFSMNHDPVKIPNLLDDTIYNDTEGFNIESKDLKSEYKGQNMRVNTNAFRNVDGSGLVSKLIGLCKKIIPPTNIRENLYNRTASLTDLGGELCIKIKNEDLTFIAEKNSFSEEPFQDEIVSYNTKN.... The pKi is 5.0.